Task: Predict the product of the given reaction.. Dataset: Forward reaction prediction with 1.9M reactions from USPTO patents (1976-2016) Given the reactants [C:1]([O:5][C:6]([N:8]1[C@H:13]([CH3:14])[CH2:12][N:11](C(OCC2C=CC=CC=2)=O)[C@@H:10]([CH2:25][O:26][CH3:27])[CH2:9]1)=[O:7])([CH3:4])([CH3:3])[CH3:2], predict the reaction product. The product is: [C:1]([O:5][C:6]([N:8]1[CH2:9][C@H:10]([CH2:25][O:26][CH3:27])[NH:11][CH2:12][C@H:13]1[CH3:14])=[O:7])([CH3:4])([CH3:3])[CH3:2].